Dataset: Forward reaction prediction with 1.9M reactions from USPTO patents (1976-2016). Task: Predict the product of the given reaction. (1) Given the reactants [Cl:1][C:2]1[CH:7]=[CH:6][CH:5]=[C:4]([Cl:8])[C:3]=1[NH:9][C:10](=[O:19])[CH2:11][CH2:12][CH2:13][C:14]([O:16][CH2:17][CH3:18])=[O:15].C[Si]([N-][Si](C)(C)C)(C)C.[Li+].Cl.[C:31](OCC)(=[O:33])C, predict the reaction product. The product is: [Cl:1][C:2]1[CH:7]=[CH:6][CH:5]=[C:4]([Cl:8])[C:3]=1[N:9]1[C:10](=[O:19])[CH2:11][CH2:12][CH:13]([C:14]([O:16][CH2:17][CH3:18])=[O:15])[CH:31]1[OH:33]. (2) Given the reactants [CH2:1]([N:4]([CH2:14][C@H:15]([OH:30])[C@@H:16]([N:19]1[C:27](=[O:28])[C:26]2[C:21](=[CH:22][CH:23]=[CH:24][CH:25]=2)[C:20]1=[O:29])[CH:17]=C)[S:5]([C:8]1[CH:13]=[CH:12][CH:11]=[CH:10][N:9]=1)(=[O:7])=[O:6])[CH:2]=C, predict the reaction product. The product is: [OH:30][C@@H:15]1[C@@H:16]([N:19]2[C:20](=[O:29])[C:21]3[C:26](=[CH:25][CH:24]=[CH:23][CH:22]=3)[C:27]2=[O:28])[CH:17]=[CH:2][CH2:1][N:4]([S:5]([C:8]2[CH:13]=[CH:12][CH:11]=[CH:10][N:9]=2)(=[O:7])=[O:6])[CH2:14]1.